Dataset: Full USPTO retrosynthesis dataset with 1.9M reactions from patents (1976-2016). Task: Predict the reactants needed to synthesize the given product. (1) Given the product [CH3:1][C:2]1[N:3]=[C:4]([C:7]2[S:12][C:11]3[CH:13]=[CH:14][CH:15]=[CH:16][C:10]=3[C:9](=[O:17])[N:8]=2)[S:5][CH:6]=1, predict the reactants needed to synthesize it. The reactants are: [CH3:1][C:2]1[N:3]=[C:4]([C:7]#[N:8])[S:5][CH:6]=1.[C:9](OC)(=[O:17])[C:10]1[C:11](=[CH:13][CH:14]=[CH:15][CH:16]=1)[SH:12].C(N(CC)CC)C. (2) Given the product [F:1][C:2]1[CH:21]=[CH:20][CH:19]=[CH:18][C:3]=1[CH2:4][N:5]1[C:9]2=[N:10][CH:11]=[CH:12][CH:13]=[C:8]2[C:7]([C:14]([OH:22])=[O:15])=[N:6]1, predict the reactants needed to synthesize it. The reactants are: [F:1][C:2]1[CH:21]=[CH:20][CH:19]=[CH:18][C:3]=1[CH2:4][N:5]1[C:9]2=[N:10][CH:11]=[CH:12][CH:13]=[C:8]2[C:7]([C:14](NN)=[O:15])=[N:6]1.[OH-:22].[Na+].Cl. (3) Given the product [CH2:1]([O:17][C:15](=[O:16])[C:14]1[CH:13]=[CH:12][C:11]([CH2:10][OH:9])=[CH:19][CH:18]=1)[C:2]1[CH:7]=[CH:6][CH:5]=[CH:4][CH:3]=1, predict the reactants needed to synthesize it. The reactants are: [CH2:1](Br)[C:2]1[CH:7]=[CH:6][CH:5]=[CH:4][CH:3]=1.[OH:9][CH2:10][C:11]1[CH:19]=[CH:18][C:14]([C:15]([OH:17])=[O:16])=[CH:13][CH:12]=1.C(=O)([O-])[O-].[Cs+].[Cs+].